From a dataset of Full USPTO retrosynthesis dataset with 1.9M reactions from patents (1976-2016). Predict the reactants needed to synthesize the given product. (1) Given the product [S:17]1[CH:18]=[CH:19][N:20]=[C:16]1[C:7]1[CH:8]=[CH:9][C:4]([C:2](=[O:3])[CH3:1])=[CH:5][CH:6]=1, predict the reactants needed to synthesize it. The reactants are: [CH3:1][C:2]([C:4]1[CH:9]=[CH:8][C:7](Br)=[CH:6][CH:5]=1)=[O:3].C([Sn](CCCC)(CCCC)[C:16]1[S:17][CH:18]=[CH:19][N:20]=1)CCC.C(Cl)(Cl)Cl.Cl. (2) Given the product [CH3:29][C:28]1[CH:27]=[CH:26][O:25][C:24]=1[C:22]([NH:21][C:17]1[CH:16]=[C:15]([C:14]#[C:13][C:11]2[CH:10]=[N:9][CH:8]=[C:7]([CH:12]=2)[C:5]([N:4]=[S:2]([CH3:1])([C:30]2[CH:31]=[CH:32][C:33]([CH2:36][CH2:37][C:38]([N:68]3[CH2:73][CH2:72][O:71][CH2:70][CH2:69]3)=[O:39])=[CH:34][CH:35]=2)=[O:3])=[O:6])[CH:20]=[CH:19][CH:18]=1)=[O:23], predict the reactants needed to synthesize it. The reactants are: [CH3:1][S:2]([C:30]1[CH:35]=[CH:34][C:33]([CH2:36][CH2:37][C:38](O)=[O:39])=[CH:32][CH:31]=1)(=[N:4][C:5]([C:7]1[CH:8]=[N:9][CH:10]=[C:11]([C:13]#[C:14][C:15]2[CH:20]=[CH:19][CH:18]=[C:17]([NH:21][C:22]([C:24]3[O:25][CH:26]=[CH:27][C:28]=3[CH3:29])=[O:23])[CH:16]=2)[CH:12]=1)=[O:6])=[O:3].F[P-](F)(F)(F)(F)F.N1(O[P+](N(C)C)(N(C)C)N(C)C)C2C=CC=CC=2N=N1.[NH:68]1[CH2:73][CH2:72][O:71][CH2:70][CH2:69]1. (3) Given the product [CH3:16][O:10][C:9](=[O:11])[CH2:8][C:5]1[CH:6]=[CH:7][C:2]([F:1])=[C:3]([C:12]([F:13])([F:14])[F:15])[CH:4]=1, predict the reactants needed to synthesize it. The reactants are: [F:1][C:2]1[CH:7]=[CH:6][C:5]([CH2:8][C:9]([OH:11])=[O:10])=[CH:4][C:3]=1[C:12]([F:15])([F:14])[F:13].[CH3:16]O.